From a dataset of Catalyst prediction with 721,799 reactions and 888 catalyst types from USPTO. Predict which catalyst facilitates the given reaction. (1) Reactant: [CH3:1][O:2][C:3]([C:5]1[CH:6]=[CH:7][C:8]([C:11]([OH:13])=O)=[N:9][CH:10]=1)=[O:4].C(Cl)(=O)C(Cl)=O.[NH2:20][C:21]1[N:22]=[C:23]([N:29]2[CH2:34][CH2:33][CH:32]([O:35][C:36]3[CH:41]=[CH:40][CH:39]=[CH:38][C:37]=3[C:42]([F:45])([F:44])[F:43])[CH2:31][CH2:30]2)[S:24][C:25]=1[C:26]([NH2:28])=[O:27].[H-].[Na+]. Product: [NH2:20][C:21]1[N:22]=[C:23]([N:29]2[CH2:30][CH2:31][CH:32]([O:35][C:36]3[CH:41]=[CH:40][CH:39]=[CH:38][C:37]=3[C:42]([F:45])([F:44])[F:43])[CH2:33][CH2:34]2)[S:24][C:25]=1[C:26]([NH:28][C:11]([C:8]1[CH:7]=[CH:6][C:5]([C:3]([O:2][CH3:1])=[O:4])=[CH:10][N:9]=1)=[O:13])=[O:27]. The catalyst class is: 588. (2) Product: [F:30][C:24]1[CH:25]=[CH:26][CH:27]=[C:28]([F:29])[C:23]=1[NH:22][C:20](=[O:21])[C:19]1[CH:31]=[CH:32][CH:33]=[C:17]([C:9]2[N:10]=[C:11]3[CH:16]=[CH:15][CH:14]=[CH:13][N:12]3[C:8]=2[C:6]2[CH:5]=[CH:4][N:3]=[C:2]([NH:38][C:37]3[CH:39]=[CH:40][C:41]([N:43]4[CH2:48][CH2:47][N:46]([CH2:49][CH2:50][O:51][CH3:52])[CH2:45][CH2:44]4)=[CH:42][C:36]=3[O:35][CH3:34])[N:7]=2)[CH:18]=1. The catalyst class is: 100. Reactant: Cl[C:2]1[N:7]=[C:6]([C:8]2[N:12]3[CH:13]=[CH:14][CH:15]=[CH:16][C:11]3=[N:10][C:9]=2[C:17]2[CH:18]=[C:19]([CH:31]=[CH:32][CH:33]=2)[C:20]([NH:22][C:23]2[C:28]([F:29])=[CH:27][CH:26]=[CH:25][C:24]=2[F:30])=[O:21])[CH:5]=[CH:4][N:3]=1.[CH3:34][O:35][C:36]1[CH:42]=[C:41]([N:43]2[CH2:48][CH2:47][N:46]([CH2:49][CH2:50][O:51][CH3:52])[CH2:45][CH2:44]2)[CH:40]=[CH:39][C:37]=1[NH2:38].C1(C)C=CC(S(O)(=O)=O)=CC=1.C(O)C(F)(F)F.N. (3) Reactant: [C:1]([O:5][C:6](=[O:22])[NH:7][CH2:8][CH2:9][CH:10]([O:12][C:13]1[C:18]([N+:19]([O-])=O)=[CH:17][CH:16]=[CH:15][N:14]=1)[CH3:11])([CH3:4])([CH3:3])[CH3:2]. Product: [C:1]([O:5][C:6](=[O:22])[NH:7][CH2:8][CH2:9][CH:10]([O:12][C:13]1[C:18]([NH2:19])=[CH:17][CH:16]=[CH:15][N:14]=1)[CH3:11])([CH3:2])([CH3:3])[CH3:4]. The catalyst class is: 227. (4) Product: [F:1][C:2]1[CH:3]=[C:4]([C@:13]2([NH:23][C:24]([C:26]3[CH:35]=[CH:34][C:29]([C:30]([OH:32])=[O:31])=[C:28]([OH:36])[CH:27]=3)=[O:25])[C:18]3=[N:19][CH:20]=[CH:21][CH:22]=[C:17]3[O:16][CH2:15][CH2:14]2)[CH:5]=[CH:6][C:7]=1[O:8][C:9]([F:11])([F:12])[F:10]. Reactant: [F:1][C:2]1[CH:3]=[C:4]([C@:13]2([NH:23][C:24]([C:26]3[CH:35]=[CH:34][C:29]([C:30]([O:32]C)=[O:31])=[C:28]([OH:36])[CH:27]=3)=[O:25])[C:18]3=[N:19][CH:20]=[CH:21][CH:22]=[C:17]3[O:16][CH2:15][CH2:14]2)[CH:5]=[CH:6][C:7]=1[O:8][C:9]([F:12])([F:11])[F:10].[OH-].[Na+]. The catalyst class is: 5. (5) Reactant: [CH2:1]([NH2:4])[CH2:2][NH2:3].[NH2:5][C:6]1[N:7]=[C:8]([C:19]2[CH:24]=[CH:23][C:22]([CH3:25])=[CH:21][C:20]=2[CH3:26])[C:9]2[CH:14]=[C:13]([C:15](NO)=N)[S:12][C:10]=2[N:11]=1. Product: [NH:3]1[CH2:2][CH2:1][N:4]=[C:15]1[C:13]1[S:12][C:10]2[N:11]=[C:6]([NH2:5])[N:7]=[C:8]([C:19]3[CH:24]=[CH:23][C:22]([CH3:25])=[CH:21][C:20]=3[CH3:26])[C:9]=2[CH:14]=1. The catalyst class is: 15. (6) Reactant: C[O:2][C:3]([C:5]1[N:6]=[N:7][N:8]([C:11]2[CH:16]=[CH:15][C:14]([Br:17])=[CH:13][CH:12]=2)[C:9]=1[CH3:10])=[O:4].[Li+].[OH-]. Product: [Br:17][C:14]1[CH:15]=[CH:16][C:11]([N:8]2[C:9]([CH3:10])=[C:5]([C:3]([OH:4])=[O:2])[N:6]=[N:7]2)=[CH:12][CH:13]=1. The catalyst class is: 20. (7) Reactant: [CH3:1][CH:2]1[CH2:7][CH2:6][CH2:5][CH2:4][C:3]1=[O:8].C([N-]C(C)C)(C)C.[Li+].[CH3:17][Si:18](Cl)([CH3:20])[CH3:19]. Product: [CH3:17][Si:18]([CH3:20])([CH3:19])[O:8][C:3]1[CH:2]([CH3:1])[CH2:7][CH2:6][CH2:5][CH:4]=1. The catalyst class is: 7. (8) Reactant: Cl.[Cl:2][C:3]1[CH:4]=[C:5]([C:9]2[CH:14]=[CH:13][C:12]([C:15]([CH:17]3[CH2:22][CH2:21][NH:20][CH2:19][CH2:18]3)=[O:16])=[CH:11][CH:10]=2)[CH:6]=[CH:7][CH:8]=1.Cl[C:24]1[N:29]=[CH:28][CH:27]=[CH:26][N:25]=1.C(=O)([O-])[O-].[K+].[K+].O. Product: [Cl:2][C:3]1[CH:4]=[C:5]([C:9]2[CH:14]=[CH:13][C:12]([C:15]([CH:17]3[CH2:18][CH2:19][N:20]([C:24]4[N:29]=[CH:28][CH:27]=[CH:26][N:25]=4)[CH2:21][CH2:22]3)=[O:16])=[CH:11][CH:10]=2)[CH:6]=[CH:7][CH:8]=1. The catalyst class is: 10. (9) Reactant: [Cl:1][C:2]1[CH:3]=[C:4]([NH2:20])[C:5]([NH2:19])=[CH:6][C:7]=1[O:8][C:9]1[CH:14]=[CH:13][C:12]([C:15]([F:18])([F:17])[F:16])=[CH:11][CH:10]=1.[F:21][C:22]([F:33])([F:32])[C:23]([F:31])([F:30])[C:24]([F:29])([F:28])[C:25](O)=O. Product: [Cl:1][C:2]1[C:7]([O:8][C:9]2[CH:14]=[CH:13][C:12]([C:15]([F:18])([F:16])[F:17])=[CH:11][CH:10]=2)=[CH:6][C:5]2[NH:19][C:25]([C:24]([F:28])([F:29])[C:23]([F:30])([F:31])[C:22]([F:33])([F:32])[F:21])=[N:20][C:4]=2[CH:3]=1. The catalyst class is: 13.